This data is from Catalyst prediction with 721,799 reactions and 888 catalyst types from USPTO. The task is: Predict which catalyst facilitates the given reaction. (1) Reactant: [CH:1]1[CH:6]=[C:5]2[C:7]([C:9]3[C:16]([NH:17][C:18]4C=CC(S([O-])(=O)=O)=C(N)C=4)=[CH:15][C:14]([S:29]([O-:32])(=[O:31])=[O:30])=[C:13]([NH2:33])[C:10]=3[C:11](=[O:12])[C:4]2=[CH:3][CH:2]=1)=[O:8].[Na+:34].[Na+].[O-][Mn](=O)(=O)=O.[K+]. Product: [CH3:18][NH:17][C:16]1[C:9]2[C:7]([C:5]3[C:4]([C:11](=[O:12])[C:10]=2[C:13]([NH2:33])=[C:14]([S:29]([O-:32])(=[O:31])=[O:30])[CH:15]=1)=[CH:3][CH:2]=[CH:1][CH:6]=3)=[O:8].[Na+:34]. The catalyst class is: 313. (2) Reactant: [CH:1]1([CH2:5][NH:6][C:7]([C:9]2[N:14]=[C:13]([O:15][CH2:16][C:17](O)=[O:18])[CH:12]=[CH:11][C:10]=2[NH:20][C:21]([C:23]2[C:32]3[C:27](=[CH:28][CH:29]=[CH:30][CH:31]=3)[C:26]([CH2:33][N:34]3[CH:38]=[CH:37][N:36]=[N:35]3)=[CH:25][CH:24]=2)=[O:22])=[O:8])[CH2:4][CH2:3][CH2:2]1.C[N:40](C(ON1N=NC2C=CC=CC1=2)=[N+](C)C)C.[B-](F)(F)(F)F.CCN(C(C)C)C(C)C.[Cl-].[NH4+]. Product: [NH2:40][C:17](=[O:18])[CH2:16][O:15][C:13]1[N:14]=[C:9]([C:7]([NH:6][CH2:5][CH:1]2[CH2:4][CH2:3][CH2:2]2)=[O:8])[C:10]([NH:20][C:21]([C:23]2[C:32]3[C:27](=[CH:28][CH:29]=[CH:30][CH:31]=3)[C:26]([CH2:33][N:34]3[CH:38]=[CH:37][N:36]=[N:35]3)=[CH:25][CH:24]=2)=[O:22])=[CH:11][CH:12]=1. The catalyst class is: 18. (3) Reactant: Cl[C:2]1[CH:7]=[C:6]([Cl:8])[N:5]=[C:4]([S:9][CH2:10][C:11]2[CH:16]=[CH:15][CH:14]=[C:13]([F:17])[C:12]=2[F:18])[N:3]=1.[Si:19]([O:26][CH2:27][C@H:28]([OH:34])[CH2:29][O:30][CH:31]([CH3:33])[CH3:32])([C:22]([CH3:25])([CH3:24])[CH3:23])([CH3:21])[CH3:20].[H-].[Na+]. Product: [Si:19]([O:26][CH2:27][C@@H:28]([CH2:29][O:30][CH:31]([CH3:33])[CH3:32])[O:34][C:2]1[CH:7]=[C:6]([Cl:8])[N:5]=[C:4]([S:9][CH2:10][C:11]2[CH:16]=[CH:15][CH:14]=[C:13]([F:17])[C:12]=2[F:18])[N:3]=1)([C:22]([CH3:25])([CH3:24])[CH3:23])([CH3:21])[CH3:20]. The catalyst class is: 1. (4) Reactant: [CH3:1][CH:2]([C:4]1[N:8]([CH2:9][CH2:10][C@@H:11]([OH:19])[CH2:12][C@@H:13]([OH:18])[CH2:14][C:15]([O-:17])=[O:16])[C:7]([C:20]2[CH:21]=[CH:22][C:23]([F:26])=[CH:24][CH:25]=2)=[C:6]([C:27]2[CH:28]=[CH:29][CH:30]=[CH:31][CH:32]=2)[C:5]=1[C:33]([NH:35][C:36]1[CH:37]=[CH:38][CH:39]=[CH:40][CH:41]=1)=[O:34])[CH3:3].[CH3:3][CH:2]([C:4]1[N:8]([CH2:9][CH2:10][C@@H:11]([OH:19])[CH2:12][C@@H:13]([OH:18])[CH2:14][C:15]([O-:17])=[O:16])[C:7]([C:20]2[CH:25]=[CH:24][C:23]([F:26])=[CH:22][CH:21]=2)=[C:6]([C:27]2[CH:32]=[CH:31][CH:30]=[CH:29][CH:28]=2)[C:5]=1[C:33]([NH:35][C:36]1[CH:41]=[CH:40][CH:39]=[CH:38][CH:37]=1)=[O:34])[CH3:1].[Ca+2]. Product: [CH3:3][CH:2]([C:4]1[N:8]([CH2:9][CH2:10][C@@H:11]([OH:19])[CH2:12][C@@H:13]([OH:18])[CH2:14][C:15]([OH:17])=[O:16])[C:7]([C:20]2[CH:25]=[CH:24][C:23]([F:26])=[CH:22][CH:21]=2)=[C:6]([C:27]2[CH:32]=[CH:31][CH:30]=[CH:29][CH:28]=2)[C:5]=1[C:33]([NH:35][C:36]1[CH:41]=[CH:40][CH:39]=[CH:38][CH:37]=1)=[O:34])[CH3:1]. The catalyst class is: 311.